The task is: Predict the reaction yield, written as a fraction of the theoretical maximum amount of product (1.0 means a 100% yield; for example, 0.34 means a 34% yield).. This data is from Reaction yield outcomes from USPTO patents with 853,638 reactions. (1) The reactants are [Cl:1][C:2]1[CH:7]=[C:6]([CH:8]=[O:9])[CH:5]=[CH:4][N:3]=1.[OH-].[K+].[N+:12]([CH2:14][C:15]([N:17]1[CH2:21][CH2:20][CH2:19][CH2:18]1)=[O:16])#[C-:13]. The catalyst is CO. The product is [Cl:1][C:2]1[CH:7]=[C:6]([C@@H:8]2[O:9][CH:13]=[N:12][C@H:14]2[C:15]([N:17]2[CH2:21][CH2:20][CH2:19][CH2:18]2)=[O:16])[CH:5]=[CH:4][N:3]=1. The yield is 0.660. (2) The reactants are C(O[CH2:4][NH:5][C:6]1[CH:28]=[CH:27][C:9]([C:10]([NH:12][CH2:13][C:14]2[S:15][C:16]([O:19][C:20]3[CH:21]=[C:22]([CH3:26])[CH:23]=[CH:24][CH:25]=3)=[CH:17][CH:18]=2)=[O:11])=[CH:8][N:7]=1)C.[BH4-].[Na+].O.C(OCC)(=O)C. The catalyst is CS(C)=O. The product is [CH3:4][NH:5][C:6]1[CH:28]=[CH:27][C:9]([C:10]([NH:12][CH2:13][C:14]2[S:15][C:16]([O:19][C:20]3[CH:21]=[C:22]([CH3:26])[CH:23]=[CH:24][CH:25]=3)=[CH:17][CH:18]=2)=[O:11])=[CH:8][N:7]=1. The yield is 0.882. (3) The reactants are C[O:2][C:3](=[O:25])[CH:4]([C:11]1[CH:16]=[CH:15][C:14]([S:17]([CH3:20])(=[O:19])=[O:18])=[C:13]([S:21]([CH3:24])(=[O:23])=[O:22])[CH:12]=1)[CH2:5][CH:6]1[CH2:10][CH2:9][CH2:8][CH2:7]1.[OH-].[Li+]. The catalyst is O1CCCC1. The product is [CH3:24][S:21]([C:13]1[CH:12]=[C:11]([CH:4]([CH2:5][CH:6]2[CH2:7][CH2:8][CH2:9][CH2:10]2)[C:3]([OH:25])=[O:2])[CH:16]=[CH:15][C:14]=1[S:17]([CH3:20])(=[O:19])=[O:18])(=[O:23])=[O:22]. The yield is 0.980. (4) The reactants are [CH3:1][N:2]([CH3:19])[C:3]([CH2:5][CH2:6][CH2:7][C:8]#[C:9][C:10]1[CH:11]=[C:12]([CH:16]=[CH:17][CH:18]=1)[C:13]([OH:15])=O)=[O:4].CCN=C=NCCCN(C)C.C(N(CC)CC)C.[F:38][CH2:39][CH2:40][NH2:41]. The catalyst is ClCCl. The product is [CH3:19][N:2]([CH3:1])[C:3]([CH2:5][CH2:6][CH2:7][C:8]#[C:9][C:10]1[CH:11]=[C:12]([CH:16]=[CH:17][CH:18]=1)[C:13]([NH:41][CH2:40][CH2:39][F:38])=[O:15])=[O:4]. The yield is 0.910. (5) The reactants are CS([C:5]1[N:6]=[N:7][CH:8]=[C:9]([C:11]2[N:16]=[CH:15][CH:14]=[CH:13][N:12]=2)[N:10]=1)(=O)=O.[NH3:17]. The catalyst is C1COCC1. The product is [N:12]1[CH:13]=[CH:14][CH:15]=[N:16][C:11]=1[C:9]1[N:10]=[C:5]([NH2:17])[N:6]=[N:7][CH:8]=1. The yield is 0.230.